From a dataset of Catalyst prediction with 721,799 reactions and 888 catalyst types from USPTO. Predict which catalyst facilitates the given reaction. (1) Reactant: [Br:1][C:2]1[CH:7]=[C:6]([F:8])[CH:5]=[CH:4][C:3]=1[F:9].C([N-]C(C)C)(C)C.[Li+].CN(C)[CH:20]=[O:21].C(O)(=O)C. Product: [Br:1][C:2]1[C:3]([F:9])=[CH:4][CH:5]=[C:6]([F:8])[C:7]=1[CH:20]=[O:21]. The catalyst class is: 30. (2) Reactant: [N:1]1[CH:6]=[CH:5][CH:4]=[C:3]([CH2:7][CH2:8][CH2:9][O:10][CH2:11][CH2:12][NH:13][C:14]2[C:23]3[C:18](=[CH:19][CH:20]=[CH:21][CH:22]=3)[N:17]3[N:24]=[N:25][N:26]=[C:16]3[C:15]=2[NH2:27])[CH:2]=1.[C:28](OCC)(OCC)(OCC)[CH3:29].C(Cl)(Cl)Cl.CO. Product: [CH3:28][C:29]1[N:13]([CH2:12][CH2:11][O:10][CH2:9][CH2:8][CH2:7][C:3]2[CH:2]=[N:1][CH:6]=[CH:5][CH:4]=2)[C:14]2[C:23]3[C:18](=[CH:19][CH:20]=[CH:21][CH:22]=3)[N:17]3[N:24]=[N:25][N:26]=[C:16]3[C:15]=2[N:27]=1. The catalyst class is: 26. (3) Reactant: [F:1][C:2]1[CH:15]=[CH:14][C:13]2[C:4](=[C:5]([CH3:16])[N:6]=[C:7]3[C:12]=2[CH:11]=[CH:10][CH:9]=[CH:8]3)[CH:3]=1.[BH4-].[Na+].C(OC(N1CCC[C@H]1C(O)=O)=O)C(C)C.C(O)(=O)CC(CC(O)=O)(C(O)=O)O. Product: [F:1][C:2]1[CH:3]=[C:4]2[C:13](=[CH:14][CH:15]=1)[C:12]1[CH:11]=[CH:10][CH:9]=[CH:8][C:7]=1[NH:6][C@H:5]2[CH3:16]. The catalyst class is: 96.